Task: Predict the product of the given reaction.. Dataset: Forward reaction prediction with 1.9M reactions from USPTO patents (1976-2016) (1) Given the reactants [C:1]1(C)C=CC=CC=1.Br[C:9]1[CH:10]=[CH:11][C:12]([NH2:17])=[C:13]([CH:16]=1)[CH2:14][NH2:15], predict the reaction product. The product is: [NH:17]1[C:12]2[C:13](=[CH:16][CH:9]=[CH:10][CH:11]=2)[CH:14]=[N:15][CH2:1]1. (2) Given the reactants [O:1]=[C:2]1[O:8][C@H:7]([C@H:9]([CH2:11][OH:12])[OH:10])[C:5]([OH:6])=[C:3]1[OH:4].[CH2:13]([N:25]([CH2:35][CH2:36][CH2:37][CH2:38][CH2:39][CH2:40][CH2:41][CH2:42][CH2:43][CH2:44][CH2:45][CH3:46])[C:26]1[CH:34]=[CH:33][C:29]([C:30](O)=[O:31])=[CH:28][CH:27]=1)[CH2:14][CH2:15][CH2:16][CH2:17][CH2:18][CH2:19][CH2:20][CH2:21][CH2:22][CH2:23][CH3:24], predict the reaction product. The product is: [CH2:35]([N:25]([CH2:13][CH2:14][CH2:15][CH2:16][CH2:17][CH2:18][CH2:19][CH2:20][CH2:21][CH2:22][CH2:23][CH3:24])[C:26]1[CH:27]=[CH:28][C:29]([C:30]([O:12][CH2:11][CH:9]([CH:7]2[C:5]([OH:6])=[C:3]([OH:4])[C:2](=[O:1])[O:8]2)[OH:10])=[O:31])=[CH:33][CH:34]=1)[CH2:36][CH2:37][CH2:38][CH2:39][CH2:40][CH2:41][CH2:42][CH2:43][CH2:44][CH2:45][CH3:46]. (3) Given the reactants [O:1]1[CH2:6][CH2:5][N:4]([CH2:7][C:8]2[CH:9]=[N:10][C:11]3[C:16]([CH:17]=2)=[CH:15][C:14]([OH:18])=[CH:13][CH:12]=3)[CH2:3][CH2:2]1.[F:19][C:20]([F:33])([F:32])[S:21](O[S:21]([C:20]([F:33])([F:32])[F:19])(=[O:23])=[O:22])(=[O:23])=[O:22], predict the reaction product. The product is: [F:19][C:20]([F:33])([F:32])[S:21]([O:18][C:14]1[CH:15]=[C:16]2[C:11](=[CH:12][CH:13]=1)[N:10]=[CH:9][C:8]([CH2:7][N:4]1[CH2:5][CH2:6][O:1][CH2:2][CH2:3]1)=[CH:17]2)(=[O:23])=[O:22]. (4) Given the reactants [CH3:1][O:2][C:3]([C:5]1[CH:6]=[C:7]([F:19])[C:8]([F:18])=[C:9]2[C:13]=1[NH:12][C:11]([CH3:14])=[C:10]2SCC)=[O:4], predict the reaction product. The product is: [CH3:1][O:2][C:3]([C:5]1[CH:6]=[C:7]([F:19])[C:8]([F:18])=[C:9]2[C:13]=1[NH:12][C:11]([CH3:14])=[CH:10]2)=[O:4]. (5) Given the reactants [CH3:1][O:2][CH2:3][CH:4]1[CH2:9][O:8][C:7]2[CH:10]=[CH:11][C:12]([C:14]([OH:16])=[O:15])=[CH:13][C:6]=2[O:5]1.[N+:17]([O-])([OH:19])=[O:18].S(=O)(=O)(O)O.O, predict the reaction product. The product is: [CH3:1][O:2][CH2:3][CH:4]1[CH2:9][O:8][C:7]2[CH:10]=[C:11]([N+:17]([O-:19])=[O:18])[C:12]([C:14]([OH:16])=[O:15])=[CH:13][C:6]=2[O:5]1. (6) The product is: [CH3:14][C:11]1([CH2:15][OH:16])[CH2:12][CH2:13][NH:8][CH2:9][CH2:10]1. Given the reactants C([N:8]1[CH2:13][CH2:12][C:11]([CH2:15][OH:16])([CH3:14])[CH2:10][CH2:9]1)C1C=CC=CC=1.C([O-])=O.[NH4+].[H][H], predict the reaction product. (7) Given the reactants [NH:1]1[C:9]2[C:4](=[CH:5][C:6]([NH:10][CH:11]3[CH2:16][CH2:15][C:14](=O)[CH2:13][CH2:12]3)=[CH:7][CH:8]=2)[CH:3]=[N:2]1.[C:18]1([NH:24]CCN)C=[CH:22][CH:21]=[CH:20][CH:19]=1.C(O[BH-](OC(=O)C)OC(=O)C)(=O)C.[Na+].Cl.CO, predict the reaction product. The product is: [NH:1]1[C:9]2[C:4](=[CH:5][C:6]([NH:10][CH:11]3[CH2:16][CH2:15][CH:14]([NH:24][CH2:18][CH2:19][CH2:20][CH2:21][CH3:22])[CH2:13][CH2:12]3)=[CH:7][CH:8]=2)[CH:3]=[N:2]1. (8) Given the reactants [I:1]I.N1C=CN=C1.C1(P(C2C=CC=CC=2)C2C=CC=CC=2)C=CC=CC=1.[Si:27]([O:34][CH2:35][CH2:36][O:37][C:38]1[CH:43]=[CH:42][C:41]([CH2:44]O)=[CH:40][CH:39]=1)([C:30]([CH3:33])([CH3:32])[CH3:31])([CH3:29])[CH3:28], predict the reaction product. The product is: [C:30]([Si:27]([O:34][CH2:35][CH2:36][O:37][C:38]1[CH:43]=[CH:42][C:41]([CH2:44][I:1])=[CH:40][CH:39]=1)([CH3:29])[CH3:28])([CH3:33])([CH3:32])[CH3:31]. (9) Given the reactants [CH2:1]([C:3]1[N:11]([C:12]2[CH:19]=[CH:18][C:15]([C:16]#[N:17])=[CH:14][CH:13]=2)[C:6]2=[N:7][CH:8]=[CH:9][CH:10]=[C:5]2[N:4]=1)[CH3:2].[CH3:20][C:21]1[N:26]=[CH:25][C:24]([NH2:27])=[CH:23][CH:22]=1.[H-].[Na+], predict the reaction product. The product is: [CH2:1]([C:3]1[N:11]([C:12]2[CH:13]=[CH:14][C:15]([C:16]([NH2:17])=[N:27][C:24]3[CH:25]=[N:26][C:21]([CH3:20])=[CH:22][CH:23]=3)=[CH:18][CH:19]=2)[C:6]2=[N:7][CH:8]=[CH:9][CH:10]=[C:5]2[N:4]=1)[CH3:2]. (10) The product is: [CH3:1][O:2][C:3](=[O:17])[C@@H:4]([NH:16][S:25]([C:22]1[CH:23]=[CH:24][C:19]([Cl:18])=[CH:20][CH:21]=1)(=[O:27])=[O:26])[CH:5]([CH2:6][C:7]([F:9])([F:10])[F:8])[CH2:11][C:12]([F:15])([F:14])[F:13]. Given the reactants [CH3:1][O:2][C:3](=[O:17])[C@@H:4]([NH2:16])[CH:5]([CH2:11][C:12]([F:15])([F:14])[F:13])[CH2:6][C:7]([F:10])([F:9])[F:8].[Cl:18][C:19]1[CH:24]=[CH:23][C:22]([S:25](Cl)(=[O:27])=[O:26])=[CH:21][CH:20]=1, predict the reaction product.